Predict which catalyst facilitates the given reaction. From a dataset of Catalyst prediction with 721,799 reactions and 888 catalyst types from USPTO. (1) Reactant: Cl[CH2:2][CH2:3][NH:4][C:5]([NH:7][CH2:8][CH2:9][NH:10][C:11]([C:13]1[N:14]=[N:15][N:16]([C:24]2[CH:29]=[CH:28][C:27]([C:30]([NH:32][CH2:33][C:34]([F:37])([F:36])[F:35])=[O:31])=[CH:26][CH:25]=2)[C:17]=1[CH2:18][CH2:19][CH2:20][CH2:21][CH2:22][F:23])=[O:12])=[O:6].CC(C)([O-])C.[K+].Cl. Product: [F:23][CH2:22][CH2:21][CH2:20][CH2:19][CH2:18][C:17]1[N:16]([C:24]2[CH:29]=[CH:28][C:27]([C:30]([NH:32][CH2:33][C:34]([F:37])([F:36])[F:35])=[O:31])=[CH:26][CH:25]=2)[N:15]=[N:14][C:13]=1[C:11]([NH:10][CH2:9][CH2:8][N:7]1[CH2:2][CH2:3][NH:4][C:5]1=[O:6])=[O:12]. The catalyst class is: 1. (2) Reactant: [CH3:1][N:2]1[C:16]2[C:17]3[C:4]([CH2:5][C@@H:6]4[C@@H:11]([C:12]=3[CH:13]=[CH:14][CH:15]=2)[CH2:10][C@@H:9]([C:18]([NH:20][CH2:21][CH2:22][CH2:23][N:24]([CH3:26])[CH3:25])=[O:19])[CH2:8][N:7]4[CH3:27])=[CH:3]1.[CH2:28]([N:30]=[C:31]=[O:32])[CH3:29]. Product: [CH3:29][CH2:28][NH:30][C:31]([N:20]([C:18]([C@H:9]1[CH2:8][N:7]([CH3:27])[C@H:6]2[C@@H:11]([C:12]3[C:17]4[C:4]([CH2:5]2)=[CH:3][N:2]([CH3:1])[C:16]=4[CH:15]=[CH:14][CH:13]=3)[CH2:10]1)=[O:19])[CH2:21][CH2:22][CH2:23][N:24]([CH3:26])[CH3:25])=[O:32]. The catalyst class is: 11. (3) Reactant: CN(C)C=O.[CH2:6]([O:13][C:14]1[CH:23]=[C:22]2[C:17]([C:18](=O)[NH:19][CH:20]=[N:21]2)=[CH:16][CH:15]=1)[C:7]1[CH:12]=[CH:11][CH:10]=[CH:9][CH:8]=1.[NH2:25][C:26]1[NH:30][N:29]=[C:28]([CH2:31][C:32]([OH:34])=[O:33])[CH:27]=1. Product: [CH2:6]([O:13][C:14]1[CH:23]=[C:22]2[C:17]([C:18]([NH:25][C:26]3[CH:27]=[C:28]([CH2:31][C:32]([OH:34])=[O:33])[NH:29][N:30]=3)=[N:19][CH:20]=[N:21]2)=[CH:16][CH:15]=1)[C:7]1[CH:12]=[CH:11][CH:10]=[CH:9][CH:8]=1. The catalyst class is: 309. (4) Reactant: [F:1][CH:2]([F:16])[CH2:3][N:4]1[CH2:9][CH2:8][N:7]2[N:10]=[C:11]([N+:13]([O-])=O)[CH:12]=[C:6]2[CH2:5]1.[H][H]. Product: [F:16][CH:2]([F:1])[CH2:3][N:4]1[CH2:9][CH2:8][N:7]2[N:10]=[C:11]([NH2:13])[CH:12]=[C:6]2[CH2:5]1. The catalyst class is: 29.